The task is: Predict the product of the given reaction.. This data is from Forward reaction prediction with 1.9M reactions from USPTO patents (1976-2016). (1) Given the reactants [OH:1][CH2:2][C@@H:3]([NH:10][C:11]([C:13]1[NH:14][CH:15]=[C:16]([C:18]2[C:23]([CH3:24])=[CH:22][N:21]=[C:20](S(CCC)(=O)=O)[N:19]=2)[CH:17]=1)=[O:12])[C:4]1[CH:9]=[CH:8][CH:7]=[CH:6][CH:5]=1.[CH2:31]([NH2:33])[CH3:32], predict the reaction product. The product is: [OH:1][CH2:2][C@@H:3]([NH:10][C:11]([C:13]1[NH:14][CH:15]=[C:16]([C:18]2[C:23]([CH3:24])=[CH:22][N:21]=[C:20]([NH:33][CH2:31][CH3:32])[N:19]=2)[CH:17]=1)=[O:12])[C:4]1[CH:5]=[CH:6][CH:7]=[CH:8][CH:9]=1. (2) Given the reactants [CH3:1][C:2]1[CH:3]=[N:4][CH:5]=[C:6]([CH3:10])[C:7]=1[CH2:8]O.[Br:11]P(Br)Br, predict the reaction product. The product is: [Br:11][CH2:8][C:7]1[C:2]([CH3:1])=[CH:3][N:4]=[CH:5][C:6]=1[CH3:10]. (3) Given the reactants [CH3:1][C:2]1[CH:7]=[CH:6][C:5]([C:8]2[N:13]=[C:12]3[CH:14]=[N:15][NH:16][C:11]3=[CH:10][C:9]=2[C:17]2[CH:24]=[CH:23][C:20]([C:21]#[N:22])=[CH:19][CH:18]=2)=[CH:4][CH:3]=1.Br[CH:26]1[CH2:31][CH2:30][N:29]([C:32]([O:34][C:35]([CH3:38])([CH3:37])[CH3:36])=[O:33])[CH2:28][CH2:27]1.C([O-])([O-])=O.[Cs+].[Cs+], predict the reaction product. The product is: [C:21]([C:20]1[CH:23]=[CH:24][C:17]([C:9]2[CH:10]=[C:11]3[N:16]([CH:26]4[CH2:31][CH2:30][N:29]([C:32]([O:34][C:35]([CH3:38])([CH3:37])[CH3:36])=[O:33])[CH2:28][CH2:27]4)[N:15]=[CH:14][C:12]3=[N:13][C:8]=2[C:5]2[CH:4]=[CH:3][C:2]([CH3:1])=[CH:7][CH:6]=2)=[CH:18][CH:19]=1)#[N:22]. (4) Given the reactants C1C=CC=CC=1.CCN(CCO[C:15]1[CH:16]=[CH:17][C:18]([CH2:21][C:22]2[CH:23]=[CH:24][CH:25]=[CH:26][CH:27]=2)=C[CH:20]=1)CC.Cl.CCCCCCCCCCCC.[O-]P([O-])([O-])=O.[K+].[K+].[K+].C1(I)C=CC=CC=1, predict the reaction product. The product is: [C:22]1([C:21]2[CH:20]=[CH:15][CH:16]=[CH:17][CH:18]=2)[CH:27]=[CH:26][CH:25]=[CH:24][CH:23]=1. (5) Given the reactants [Cl:1][C:2]1[CH:7]=[CH:6][CH:5]=[CH:4][C:3]=1[S:8][CH3:9].[CH3:10][O:11]C(Cl)Cl.C(=O)(O)[O-].[Na+], predict the reaction product. The product is: [Cl:1][C:2]1[CH:7]=[C:6]([CH:5]=[CH:4][C:3]=1[S:8][CH3:9])[CH:10]=[O:11]. (6) Given the reactants [CH2:1]([NH:3][C:4]1[CH:9]=[C:8]([O:10][CH3:11])[CH:7]=[CH:6][C:5]=1[C@@H:12]1[CH2:21][CH2:20][C:19]2[CH:18]=[C:17]([O:22]C(=O)C(C)(C)C)[CH:16]=[CH:15][C:14]=2[CH2:13]1)[CH3:2].[CH3:29][N:30]([CH3:44])[C:31]([CH3:43])([CH3:42])[CH2:32][O:33][C:34]1[CH:41]=[CH:40][C:37]([CH:38]=O)=[CH:36][CH:35]=1, predict the reaction product. The product is: [CH3:29][N:30]([CH3:44])[C:31]([CH3:43])([CH3:42])[CH2:32][O:33][C:34]1[CH:41]=[CH:40][C:37]([CH2:38][CH2:2][CH2:1][NH:3][C:4]2[CH:9]=[C:8]([O:10][CH3:11])[CH:7]=[CH:6][C:5]=2[C@@H:12]2[CH2:21][CH2:20][C:19]3[CH:18]=[C:17]([OH:22])[CH:16]=[CH:15][C:14]=3[CH2:13]2)=[CH:36][CH:35]=1. (7) Given the reactants [C:1]([O:5][C:6]([NH:8][C:9]1[C:14]([C:15]([O:17]CC2C=CC=CC=2)=[O:16])=[C:13]([CH3:25])[C:12]([CH:26]=[CH2:27])=[CH:11][CH:10]=1)=[O:7])([CH3:4])([CH3:3])[CH3:2].[H][H], predict the reaction product. The product is: [C:1]([O:5][C:6]([NH:8][C:9]1[C:14]([C:15]([OH:17])=[O:16])=[C:13]([CH3:25])[C:12]([CH2:26][CH3:27])=[CH:11][CH:10]=1)=[O:7])([CH3:4])([CH3:3])[CH3:2].